This data is from Reaction yield outcomes from USPTO patents with 853,638 reactions. The task is: Predict the reaction yield, written as a fraction of the theoretical maximum amount of product (1.0 means a 100% yield; for example, 0.34 means a 34% yield). (1) The reactants are [CH2:1]([O:8][C:9]1[CH:14]=[CH:13][NH:12][C:11](=[O:15])[CH:10]=1)[C:2]1[CH:7]=[CH:6][CH:5]=[CH:4][CH:3]=1.Br[C:17]1[S:18][C:19]([C:23]([O:25][CH2:26][CH3:27])=[O:24])=[C:20]([CH3:22])[N:21]=1. No catalyst specified. The product is [CH2:1]([O:8][C:9]1[CH:14]=[CH:13][N:12]([C:17]2[S:18][C:19]([C:23]([O:25][CH2:26][CH3:27])=[O:24])=[C:20]([CH3:22])[N:21]=2)[C:11](=[O:15])[CH:10]=1)[C:2]1[CH:3]=[CH:4][CH:5]=[CH:6][CH:7]=1. The yield is 0.800. (2) The reactants are Cl.[Cl:2][C:3]1[CH:8]=[CH:7][C:6]([C:9]2([NH2:12])[CH2:11][CH2:10]2)=[CH:5][CH:4]=1.CN(C(ON1N=NC2C=CC=NC1=2)=[N+](C)C)C.F[P-](F)(F)(F)(F)F.CCN(C(C)C)C(C)C.[F:46][C:47]1[CH:52]=[CH:51][C:50]([C:53]2[O:54][C:55]3[CH:65]=[CH:64][C:63]([C:66]4[CH:67]=[C:68]([CH:72]=[CH:73][CH:74]=4)[C:69](O)=[O:70])=[CH:62][C:56]=3[C:57]=2[C:58](=[O:61])[NH:59][CH3:60])=[CH:49][CH:48]=1. The catalyst is CN(C=O)C.CCOC(C)=O. The product is [Cl:2][C:3]1[CH:4]=[CH:5][C:6]([C:9]2([NH:12][C:69]([C:68]3[CH:67]=[C:66]([C:63]4[CH:64]=[CH:65][C:55]5[O:54][C:53]([C:50]6[CH:51]=[CH:52][C:47]([F:46])=[CH:48][CH:49]=6)=[C:57]([C:58]([NH:59][CH3:60])=[O:61])[C:56]=5[CH:62]=4)[CH:74]=[CH:73][CH:72]=3)=[O:70])[CH2:10][CH2:11]2)=[CH:7][CH:8]=1. The yield is 0.140. (3) The reactants are C(O)(=O)C.[C:5]([O:9][C:10](=[O:19])[NH:11][CH:12]1[CH2:17][CH2:16][C:15](=O)[CH2:14][CH2:13]1)([CH3:8])([CH3:7])[CH3:6].C(O[BH-](OC(=O)C)OC(=O)C)(=O)C.[Na+].[N:34]1[C:43]2[C@@H:42]([NH2:44])[CH2:41][CH2:40][CH2:39][C:38]=2[CH:37]=[CH:36][CH:35]=1. The catalyst is O1CCCC1.C(Cl)Cl. The product is [C:5]([O:9][C:10](=[O:19])[NH:11][C@H:12]1[CH2:17][CH2:16][C@H:15]([NH:44][C@@H:42]2[C:43]3[N:34]=[CH:35][CH:36]=[CH:37][C:38]=3[CH2:39][CH2:40][CH2:41]2)[CH2:14][CH2:13]1)([CH3:8])([CH3:7])[CH3:6]. The yield is 0.300. (4) The reactants are [CH3:1][CH2:2][CH2:3][CH2:4][CH2:5][CH2:6][CH2:7][CH2:8][CH2:9][CH2:10][CH2:11][CH2:12][O:13][C:14]([CH:16]([N:18]([CH3:20])[CH3:19])[CH3:17])=[O:15].[OH:21][CH2:22][CH2:23][S:24]([OH:27])(=[O:26])=[O:25]. The catalyst is C(OCC)(=O)C. The product is [OH:21][CH2:22][CH2:23][S:24]([OH:27])(=[O:26])=[O:25].[CH3:19][N:18]([CH3:20])[CH:16]([CH3:17])[C:14]([O:13][CH2:12][CH2:11][CH2:10][CH2:9][CH2:8][CH2:7][CH2:6][CH2:5][CH2:4][CH2:3][CH2:2][CH3:1])=[O:15]. The yield is 0.962. (5) The reactants are [F-:1].[K+].Cl[C:4]1[CH:9]=[CH:8][C:7]([S:10]([CH:13]([C:22]2[CH:27]=[CH:26][N:25]=[CH:24][C:23]=2[Cl:28])[C:14]2[CH:19]=[C:18]([F:20])[CH:17]=[CH:16][C:15]=2[F:21])(=[O:12])=[O:11])=[CH:6][N:5]=1.ClCCl.C(OCC)(=O)C. The catalyst is [Br-].C1([P+](C2C=CC=CC=2)(C2C=CC=CC=2)C2C=CC=CC=2)C=CC=CC=1.C(#N)C. The product is [Cl:28][C:23]1[CH:24]=[N:25][CH:26]=[CH:27][C:22]=1[CH:13]([C:14]1[CH:19]=[C:18]([F:20])[CH:17]=[CH:16][C:15]=1[F:21])[S:10]([C:7]1[CH:8]=[CH:9][C:4]([F:1])=[N:5][CH:6]=1)(=[O:12])=[O:11]. The yield is 0.0700. (6) The reactants are FC(F)(F)C([NH:5][CH2:6][C:7]1[CH:12]=[CH:11][CH:10]=[C:9]([NH:13][C:14]2[N:19]=[C:18]([C:20]3[C:21]([C:29]4[CH:34]=[CH:33][CH:32]=[C:31]([NH:35][C:36](=[O:43])[CH2:37][C:38]5[CH:42]=[CH:41][S:40][CH:39]=5)[CH:30]=4)=[N:22][N:23]4[CH:28]=[CH:27][CH:26]=[CH:25][C:24]=34)[CH:17]=[CH:16][N:15]=2)[CH:8]=1)=O.O[Li].O. The catalyst is C1COCC1.O.C(Cl)Cl. The product is [NH2:5][CH2:6][C:7]1[CH:8]=[C:9]([NH:13][C:14]2[N:19]=[C:18]([C:20]3[C:21]([C:29]4[CH:30]=[C:31]([NH:35][C:36](=[O:43])[CH2:37][C:38]5[CH:42]=[CH:41][S:40][CH:39]=5)[CH:32]=[CH:33][CH:34]=4)=[N:22][N:23]4[CH:28]=[CH:27][CH:26]=[CH:25][C:24]=34)[CH:17]=[CH:16][N:15]=2)[CH:10]=[CH:11][CH:12]=1. The yield is 0.830.